This data is from Forward reaction prediction with 1.9M reactions from USPTO patents (1976-2016). The task is: Predict the product of the given reaction. (1) Given the reactants [C:1]([N:18](CC(C)C)[CH2:19][C:20]([OH:22])=[O:21])([O:3][CH2:4][CH:5]1[C:17]2[C:12](=[CH:13][CH:14]=[CH:15][CH:16]=2)[C:11]2[C:6]1=[CH:7][CH:8]=[CH:9][CH:10]=2)=[O:2].S(Cl)(Cl)=O.CN(C=O)C, predict the reaction product. The product is: [NH:18]([C:1]([O:3][CH2:4][CH:5]1[C:6]2[C:11](=[CH:10][CH:9]=[CH:8][CH:7]=2)[C:12]2[C:17]1=[CH:16][CH:15]=[CH:14][CH:13]=2)=[O:2])[C@H:19]([C:20]([OH:22])=[O:21])[CH2:4][CH:5]([CH3:17])[CH3:6]. (2) Given the reactants [CH3:1][C:2]1[C:11]2[C:6](=[CH:7][CH:8]=[CH:9][CH:10]=2)[C:5]([C:12]([NH:14][C:15]2[C:16]([C:21]([NH:23][CH2:24][CH:25]3[CH2:30][CH2:29][O:28][CH2:27][CH2:26]3)=[O:22])=[N:17][CH:18]=[CH:19][CH:20]=2)=[O:13])=[CH:4][CH:3]=1.C1C(=O)N([Br:38])C(=O)C1.N(C1(C#N)CCCCC1)=NC1(C#N)CCCCC1, predict the reaction product. The product is: [Br:38][CH2:1][C:2]1[C:11]2[C:6](=[CH:7][CH:8]=[CH:9][CH:10]=2)[C:5]([C:12]([NH:14][C:15]2[C:16]([C:21]([NH:23][CH2:24][CH:25]3[CH2:26][CH2:27][O:28][CH2:29][CH2:30]3)=[O:22])=[N:17][CH:18]=[CH:19][CH:20]=2)=[O:13])=[CH:4][CH:3]=1. (3) Given the reactants [C:1]([O:5][C:6]([NH:8][C@:9]1([C:14]([OH:16])=O)[CH2:11][C@H:10]1[CH:12]=[CH2:13])=[O:7])([CH3:4])([CH3:3])[CH3:2].C1N=CN(C(N2C=NC=C2)=O)C=1.[CH2:29]([O:37][C:38]1[CH:39]=[C:40]([S:44]([NH2:47])(=[O:46])=[O:45])[CH:41]=[CH:42][CH:43]=1)[CH2:30][CH2:31][CH2:32][CH2:33][CH2:34][CH:35]=[CH2:36].C1CCN2C(=NCCC2)CC1, predict the reaction product. The product is: [C:1]([O:5][C:6](=[O:7])[NH:8][C@:9]1([C:14]([NH:47][S:44]([C:40]2[CH:41]=[CH:42][CH:43]=[C:38]([O:37][CH2:29][CH2:30][CH2:31][CH2:32][CH2:33][CH2:34][CH:35]=[CH2:36])[CH:39]=2)(=[O:45])=[O:46])=[O:16])[CH2:11][C@H:10]1[CH:12]=[CH2:13])([CH3:2])([CH3:3])[CH3:4]. (4) Given the reactants [F:1][CH:2]([F:38])[C:3]1[CH:7]=[C:6]([CH:8]([F:10])[F:9])[N:5]([CH2:11][C:12]([N:14]2[CH2:19][CH2:18][CH:17]([C:20]3[S:21][CH:22]=[C:23]([C:25]4[CH2:29][CH:28]([C:30]5[C:35]([OH:36])=[CH:34][CH:33]=[CH:32][C:31]=5[Cl:37])[O:27][N:26]=4)[N:24]=3)[CH2:16][CH2:15]2)=[O:13])[N:4]=1.C(=O)([O-])[O-].[K+].[K+].[CH2:45](Br)[CH:46]=[CH2:47].O, predict the reaction product. The product is: [CH2:47]([O:36][C:35]1[CH:34]=[CH:33][CH:32]=[C:31]([Cl:37])[C:30]=1[CH:28]1[O:27][N:26]=[C:25]([C:23]2[N:24]=[C:20]([CH:17]3[CH2:18][CH2:19][N:14]([C:12](=[O:13])[CH2:11][N:5]4[C:6]([CH:8]([F:10])[F:9])=[CH:7][C:3]([CH:2]([F:1])[F:38])=[N:4]4)[CH2:15][CH2:16]3)[S:21][CH:22]=2)[CH2:29]1)[CH:46]=[CH2:45].